This data is from Forward reaction prediction with 1.9M reactions from USPTO patents (1976-2016). The task is: Predict the product of the given reaction. (1) Given the reactants [F:1][C:2]1[CH:19]=[CH:18][CH:17]=[CH:16][C:3]=1[CH2:4][C:5]1[O:6][CH2:7][CH:8]([C:10]2[CH:15]=[CH:14][CH:13]=[CH:12][CH:11]=2)[N:9]=1.CN(C)C1C=CC=CC=1.Cl[C:30]([N:32]=[C:33]=[O:34])=[O:31], predict the reaction product. The product is: [F:1][C:2]1[CH:19]=[CH:18][CH:17]=[CH:16][C:3]=1[C:4]1[C:33](=[O:34])[NH:32][C:30](=[O:31])[N:9]2[CH:8]([C:10]3[CH:15]=[CH:14][CH:13]=[CH:12][CH:11]=3)[CH2:7][O:6][C:5]=12. (2) Given the reactants [C:1]([C:5]1[CH:6]=[CH:7][C:8]([Cl:12])=[C:9](N)[CH:10]=1)([CH3:4])([CH3:3])[CH3:2].N([O-])=[O:14].[Na+].C(OCC)(=O)C, predict the reaction product. The product is: [C:1]([C:5]1[CH:6]=[CH:7][C:8]([Cl:12])=[C:9]([OH:14])[CH:10]=1)([CH3:4])([CH3:3])[CH3:2].